This data is from Full USPTO retrosynthesis dataset with 1.9M reactions from patents (1976-2016). The task is: Predict the reactants needed to synthesize the given product. (1) Given the product [NH2:69][C:33]1[CH:34]=[N:35][CH:36]=[CH:31][C:32]=1[C:2]1[CH:3]=[CH:4][C:5]2[C:6]3[N:20]([CH:21]4[CH2:26][CH2:25][CH2:24][CH2:23][O:22]4)[N:19]=[CH:18][C:7]=3[C:8](=[O:17])[N:9]([CH2:12][C:13]([F:14])([F:15])[F:16])[C:10]=2[CH:11]=1, predict the reactants needed to synthesize it. The reactants are: Br[C:2]1[CH:3]=[CH:4][C:5]2[C:6]3[N:20]([CH:21]4[CH2:26][CH2:25][CH2:24][CH2:23][O:22]4)[N:19]=[CH:18][C:7]=3[C:8](=[O:17])[N:9]([CH2:12][C:13]([F:16])([F:15])[F:14])[C:10]=2[CH:11]=1.BrC1C=C[C:31]2[C:32]3NN(C4CCCCO4)C[C:33]=3[C:34](=O)[N:35](CC(F)(F)F)[C:36]=2C=1.C(=O)([O-])[O-].[K+].[K+].CC1(C)C(C)(C)OB(C2C(N)=[N:69]C=CC=2)O1.C([O-])(O)=O.[Na+]. (2) Given the product [F:1][C:2]([F:26])([F:25])[C:3]1[CH:24]=[CH:23][C:6]([CH2:7][O:8][N:9]=[C:10]([C:12]2[CH:13]=[CH:14][C:15]([O:18][CH2:19][C:20]([NH2:37])=[O:21])=[N:16][CH:17]=2)[CH3:11])=[CH:5][CH:4]=1, predict the reactants needed to synthesize it. The reactants are: [F:1][C:2]([F:26])([F:25])[C:3]1[CH:24]=[CH:23][C:6]([CH2:7][O:8][N:9]=[C:10]([C:12]2[CH:13]=[CH:14][C:15]([O:18][CH2:19][C:20](O)=[O:21])=[N:16][CH:17]=2)[CH3:11])=[CH:5][CH:4]=1.C(Cl)CCl.C1C=CC2N(O)N=[N:37]C=2C=1.C(N1CCOCC1)C.N.